Dataset: Reaction yield outcomes from USPTO patents with 853,638 reactions. Task: Predict the reaction yield, written as a fraction of the theoretical maximum amount of product (1.0 means a 100% yield; for example, 0.34 means a 34% yield). The reactants are [CH3:1][S:2](Cl)(=[O:4])=[O:3].[O:6]1[CH2:11][CH2:10][CH2:9][CH2:8][CH:7]1[O:12][C:13]1[CH:14]=[C:15]([C:19]23[CH2:26][CH2:25][C:22]([CH2:27][CH2:28][CH2:29][CH2:30][OH:31])([CH2:23][CH2:24]2)[CH2:21][O:20]3)[CH:16]=[CH:17][CH:18]=1. The catalyst is C(Cl)Cl. The product is [CH3:1][S:2]([O:31][CH2:30][CH2:29][CH2:28][CH2:27][C:22]12[CH2:23][CH2:24][C:19]([C:15]3[CH:16]=[CH:17][CH:18]=[C:13]([O:12][CH:7]4[CH2:8][CH2:9][CH2:10][CH2:11][O:6]4)[CH:14]=3)([CH2:26][CH2:25]1)[O:20][CH2:21]2)(=[O:4])=[O:3]. The yield is 0.980.